This data is from Forward reaction prediction with 1.9M reactions from USPTO patents (1976-2016). The task is: Predict the product of the given reaction. (1) The product is: [NH2:1][C:2]1[N:7]=[C:6]([C:8]2[CH:15]=[C:14]([O:35][CH3:34])[C:11]([C:12]#[N:13])=[C:10]([F:17])[CH:9]=2)[CH:5]=[C:4]([N:18]2[CH2:23][CH2:22][O:21][CH2:20][C@H:19]2[CH:24]([CH3:25])[CH3:26])[N:3]=1. Given the reactants [NH2:1][C:2]1[N:7]=[C:6]([C:8]2[CH:15]=[C:14](F)[C:11]([C:12]#[N:13])=[C:10]([F:17])[CH:9]=2)[CH:5]=[C:4]([N:18]2[CH2:23][CH2:22][O:21][CH2:20][C@H:19]2[CH:24]([CH3:26])[CH3:25])[N:3]=1.C1(C)C=CC=CC=1.[CH3:34][O-:35].[Na+], predict the reaction product. (2) The product is: [Br:16][C:17]1[CH:18]=[C:19]2[C:23](=[C:24]([Cl:26])[CH:25]=1)[N:22]([C:9]1[C:8](=[O:15])[N:7]([C@H:4]([CH:1]3[CH2:3][CH2:2]3)[CH2:5][CH3:6])[CH:12]=[C:11]([Cl:13])[N:10]=1)[CH2:21][CH2:20]2. Given the reactants [CH:1]1([C@@H:4]([N:7]2[CH:12]=[C:11]([Cl:13])[N:10]=[C:9](Cl)[C:8]2=[O:15])[CH2:5][CH3:6])[CH2:3][CH2:2]1.[Br:16][C:17]1[CH:18]=[C:19]2[C:23](=[C:24]([Cl:26])[CH:25]=1)[NH:22][CH2:21][CH2:20]2, predict the reaction product. (3) Given the reactants [CH3:1][O:2][C:3](=[O:15])[C:4]([CH:6]([OH:14])[C:7]1[CH:8]=[N:9][C:10]([CH3:13])=[N:11][CH:12]=1)=[CH2:5].[C:16](OC(=O)C)(=[O:18])[CH3:17].C([O-])(O)=O.[Na+], predict the reaction product. The product is: [CH3:1][O:2][C:3](=[O:15])[C:4]([CH:6]([O:14][C:16](=[O:18])[CH3:17])[C:7]1[CH:12]=[N:11][C:10]([CH3:13])=[N:9][CH:8]=1)=[CH2:5]. (4) Given the reactants [O:1]1[CH:6]=[CH:5][CH2:4][CH2:3][CH2:2]1.[OH:7][C:8]1[CH:16]=[CH:15][C:11]([C:12]([OH:14])=[O:13])=[CH:10][CH:9]=1.C(Cl)Cl, predict the reaction product. The product is: [O:1]1[CH2:2][CH2:3][CH2:4][CH2:5][CH:6]1[O:7][C:8]1[CH:16]=[CH:15][C:11]([C:12]([OH:14])=[O:13])=[CH:10][CH:9]=1.